This data is from Full USPTO retrosynthesis dataset with 1.9M reactions from patents (1976-2016). The task is: Predict the reactants needed to synthesize the given product. (1) Given the product [CH2:1]([O:8][C:9]1[N:17]=[CH:16][N:15]=[C:14]2[C:10]=1[N:11]=[CH:12][N:13]2[CH2:27][C:26]([O:25][CH3:24])=[O:29])[C:2]1[CH:7]=[CH:6][CH:5]=[CH:4][CH:3]=1, predict the reactants needed to synthesize it. The reactants are: [CH2:1]([O:8][C:9]1[N:17]=[CH:16][N:15]=[C:14]2[C:10]=1[NH:11][CH:12]=[N:13]2)[C:2]1[CH:7]=[CH:6][CH:5]=[CH:4][CH:3]=1.C(=O)([O-])[O-].[K+].[K+].[CH3:24][O:25][C:26](=[O:29])[CH2:27]Br. (2) Given the product [OH:35][CH:32]1[C:33]2[CH2:1][S:2][N:51]=[C:52]([N:54]([C:62]([O:64][C:65]([CH3:68])([CH3:67])[CH3:66])=[O:63])[C:55]([O:57][C:58]([CH3:60])([CH3:61])[CH3:59])=[O:56])[C:9]3=[N:10][N:28]([CH2:36][C:37]4[C:42]([CH3:43])=[C:41]([O:44][CH3:45])[C:40]([CH3:46])=[CH:39][N:38]=4)[N:29]=[C:30]([C:8]=23)[CH2:31]1, predict the reactants needed to synthesize it. The reactants are: [CH3:1][S:2](Cl)(=O)=O.ClC1N=C(N(C(OC(C)(C)C)=O)C(OC(C)(C)C)=O)[N:10]=[C:9]2[N:28]([CH2:36][C:37]3[C:42]([CH3:43])=[C:41]([O:44][CH3:45])[C:40]([CH3:46])=[CH:39][N:38]=3)[N:29]=[C:30]([CH2:31][CH:32]([OH:35])[CH2:33]O)[C:8]=12.ClC1N=[C:52]([N:54]([C:62]([O:64][C:65]([CH3:68])([CH3:67])[CH3:66])=[O:63])[C:55]([O:57][C:58]([CH3:61])([CH3:60])[CH3:59])=[O:56])[N:51]=C2N(CC3C(C)=C(OC)C(C)=CN=3)N=C(CCC=O)C=12.N1C(C)=CC(C)=CC=1C.Cl. (3) The reactants are: [Si:1]([O:8][CH2:9][C@H:10]1[NH:15][C@H:14]([C:16]([NH:18][CH3:19])=[O:17])[C@H:13]2[O:20][C:21]([CH3:24])([CH3:23])[O:22][C@H:12]2[C@@H:11]1[OH:25])([C:4]([CH3:7])([CH3:6])[CH3:5])([CH3:3])[CH3:2].[C:26](=O)([O-])[O-].[K+].[K+].IC. Given the product [Si:1]([O:8][CH2:9][C@H:10]1[N:15]([CH3:26])[C@H:14]([C:16]([NH:18][CH3:19])=[O:17])[C@H:13]2[O:20][C:21]([CH3:24])([CH3:23])[O:22][C@H:12]2[C@@H:11]1[OH:25])([C:4]([CH3:7])([CH3:5])[CH3:6])([CH3:2])[CH3:3], predict the reactants needed to synthesize it. (4) Given the product [CH2:7]1[C@H:9]2[C@@H:15]([CH2:14][CH2:12][CH2:11][CH2:10]2)[CH2:16][CH2:17][CH2:19]1, predict the reactants needed to synthesize it. The reactants are: C(OC/C=[C:7](\[CH2:9][CH2:10]/[CH:11]=[C:12](/[CH2:14][CH2:15][CH:16]=[C:17]([CH3:19])C)\C)/C)(=O)C. (5) Given the product [C:1]([CH:5]1[CH2:10][CH2:9][C:8]([N:12]2[CH2:16][CH2:15][CH2:14][CH2:13]2)=[CH:7][CH2:6]1)([CH3:4])([CH3:3])[CH3:2], predict the reactants needed to synthesize it. The reactants are: [C:1]([CH:5]1[CH2:10][CH2:9][C:8](=O)[CH2:7][CH2:6]1)([CH3:4])([CH3:3])[CH3:2].[NH:12]1[CH2:16][CH2:15][CH2:14][CH2:13]1.